This data is from Reaction yield outcomes from USPTO patents with 853,638 reactions. The task is: Predict the reaction yield, written as a fraction of the theoretical maximum amount of product (1.0 means a 100% yield; for example, 0.34 means a 34% yield). (1) The reactants are Br[C:2]1[N:3]=[CH:4][C:5]([O:11][CH3:12])=[C:6]2[C:10]=1[NH:9][CH:8]=[CH:7]2.C([Sn](CCCC)(CCCC)[C:18]1[CH:23]=[N:22][CH:21]=[CH:20][N:19]=1)CCC. The catalyst is CN(C=O)C.C1C=CC([P]([Pd]([P](C2C=CC=CC=2)(C2C=CC=CC=2)C2C=CC=CC=2)([P](C2C=CC=CC=2)(C2C=CC=CC=2)C2C=CC=CC=2)[P](C2C=CC=CC=2)(C2C=CC=CC=2)C2C=CC=CC=2)(C2C=CC=CC=2)C2C=CC=CC=2)=CC=1.[Cu]I. The product is [CH3:12][O:11][C:5]1[CH:4]=[N:3][C:2]([C:18]2[CH:23]=[N:22][CH:21]=[CH:20][N:19]=2)=[C:10]2[C:6]=1[CH:7]=[CH:8][NH:9]2. The yield is 0.530. (2) The reactants are [NH2:1][C:2]1[CH:3]=[C:4]([N:9]([CH3:23])[C:10]2[N:11]=[CH:12][C:13]3[N:18]=[C:17]([NH:19][C:20](=[O:22])[CH3:21])[S:16][C:14]=3[N:15]=2)[CH:5]=[CH:6][C:7]=1[F:8].[C:24]([C:26]([C:29]1[CH:30]=[C:31]([CH:35]=[CH:36][CH:37]=1)[C:32](O)=[O:33])([CH3:28])[CH3:27])#[N:25].F[P-](F)(F)(F)(F)F.N1(OC(N(C)C)=[N+](C)C)C2N=CC=CC=2N=N1.C(=O)([O-])O.[Na+]. The catalyst is N1C=CC=CC=1. The product is [C:20]([NH:19][C:17]1[S:16][C:14]2[N:15]=[C:10]([N:9]([CH3:23])[C:4]3[CH:5]=[CH:6][C:7]([F:8])=[C:2]([NH:1][C:32](=[O:33])[C:31]4[CH:35]=[CH:36][CH:37]=[C:29]([C:26]([C:24]#[N:25])([CH3:27])[CH3:28])[CH:30]=4)[CH:3]=3)[N:11]=[CH:12][C:13]=2[N:18]=1)(=[O:22])[CH3:21]. The yield is 0.440. (3) The reactants are [C:1]([C:5]1[CH:6]=[C:7]([C:18]2[CH:19]=[N:20][C:21]([C:24]([F:27])([F:26])[F:25])=[CH:22][CH:23]=2)[C:8]([O:14]COC)=[C:9]([C:11](=[O:13])[CH3:12])[CH:10]=1)([CH3:4])([CH3:3])[CH3:2].C1(C)C=CC(S(O)(=O)=O)=CC=1. The catalyst is CO. The product is [C:1]([C:5]1[CH:6]=[C:7]([C:18]2[CH:19]=[N:20][C:21]([C:24]([F:27])([F:25])[F:26])=[CH:22][CH:23]=2)[C:8]([OH:14])=[C:9]([C:11](=[O:13])[CH3:12])[CH:10]=1)([CH3:2])([CH3:3])[CH3:4]. The yield is 0.870. (4) The catalyst is C(O)C.[Cl-].C([N+]1C(C)=C(CCO)SC=1)C1C=CC=CC=1.C(OCC)(=O)C. The reactants are [CH:1]1([S:4]([C:7]2[CH:12]=[CH:11][C:10](/[C:13](/[C:21](=[O:24])[CH:22]=[CH2:23])=[CH:14]\[CH:15]3[CH2:20][CH2:19][O:18][CH2:17][CH2:16]3)=[CH:9][CH:8]=2)(=[O:6])=[O:5])[CH2:3][CH2:2]1.[S:25]1[CH:29]=[CH:28][N:27]=[C:26]1[CH:30]=[O:31].C(N(CC)CC)C. The product is [CH:1]1([S:4]([C:7]2[CH:8]=[CH:9][C:10](/[C:13](=[CH:14]\[CH:15]3[CH2:20][CH2:19][O:18][CH2:17][CH2:16]3)/[C:21](=[O:24])[CH2:22][CH2:23][C:30]([C:26]3[S:25][CH:29]=[CH:28][N:27]=3)=[O:31])=[CH:11][CH:12]=2)(=[O:6])=[O:5])[CH2:2][CH2:3]1. The yield is 0.490. (5) The reactants are [CH3:1][O:2][C:3]([C:5]1[CH:9]=[CH:8][O:7][C:6]=1[CH3:10])=[O:4].C1C(=O)N([Br:18])C(=O)C1. The catalyst is C(Cl)(Cl)Cl.C(O)(=O)C. The product is [CH3:1][O:2][C:3]([C:5]1[CH:9]=[C:8]([Br:18])[O:7][C:6]=1[CH3:10])=[O:4]. The yield is 0.780. (6) The reactants are Br[CH2:2][C:3]([C:5]1[CH:10]=[CH:9][CH:8]=[C:7]([C:11]([F:14])([F:13])[F:12])[CH:6]=1)=O.[NH2:15][C:16](=[S:22])[C:17]([O:19][CH2:20][CH3:21])=[O:18]. No catalyst specified. The product is [F:12][C:11]([F:14])([F:13])[C:7]1[CH:6]=[C:5]([C:3]2[N:15]=[C:16]([C:17]([O:19][CH2:20][CH3:21])=[O:18])[S:22][CH:2]=2)[CH:10]=[CH:9][CH:8]=1. The yield is 0.490. (7) The reactants are [Cl:1][C:2]1[CH:7]=[CH:6][C:5]([CH2:8]Cl)=[CH:4][N:3]=1.[NH2:10][C:11]1[CH:16]=[CH:15][CH:14]=[CH:13][N:12]=1. The catalyst is CN(C=O)C. The product is [ClH:1].[Cl:1][C:2]1[N:3]=[CH:4][C:5]([CH2:8][N:12]2[CH:13]=[CH:14][CH:15]=[CH:16][C:11]2=[NH:10])=[CH:6][CH:7]=1. The yield is 0.440. (8) The reactants are C(OC([N:11]1[CH2:16][CH2:15][N:14]([CH3:17])[CH2:13][CH:12]1[C:18](=[O:23])[N:19]([O:21][CH3:22])[CH3:20])=O)C1C=CC=CC=1.[C:32](O[C:32]([O:34][C:35]([CH3:38])([CH3:37])[CH3:36])=[O:33])([O:34][C:35]([CH3:38])([CH3:37])[CH3:36])=[O:33]. The catalyst is C(OCC)(=O)C.[Pd]. The product is [CH3:38][C:35]([O:34][C:32]([N:11]1[CH2:16][CH2:15][N:14]([CH3:17])[CH2:13][CH:12]1[C:18](=[O:23])[N:19]([O:21][CH3:22])[CH3:20])=[O:33])([CH3:36])[CH3:37]. The yield is 0.920. (9) The reactants are [Br:1][C:2]1[CH:3]=[N:4][N:5]2[C:10](Cl)=[C:9]([C:12]([N:14]3[CH2:19][CH2:18][CH:17]([C:20]4[CH:25]=[CH:24][CH:23]=[CH:22][CH:21]=4)[CH2:16][CH2:15]3)=[O:13])[CH:8]=[N:7][C:6]=12.[CH2:26]([NH2:33])[C:27]1[CH:32]=[CH:31][CH:30]=[CH:29][CH:28]=1.C(O)(=O)CC(CC(O)=O)(C(O)=O)O.O. The yield is 0.900. The product is [CH2:26]([NH:33][C:10]1[N:5]2[N:4]=[CH:3][C:2]([Br:1])=[C:6]2[N:7]=[CH:8][C:9]=1[C:12]([N:14]1[CH2:19][CH2:18][CH:17]([C:20]2[CH:25]=[CH:24][CH:23]=[CH:22][CH:21]=2)[CH2:16][CH2:15]1)=[O:13])[C:27]1[CH:32]=[CH:31][CH:30]=[CH:29][CH:28]=1. The catalyst is CN1CCCC1=O.